From a dataset of Reaction yield outcomes from USPTO patents with 853,638 reactions. Predict the reaction yield, written as a fraction of the theoretical maximum amount of product (1.0 means a 100% yield; for example, 0.34 means a 34% yield). (1) The reactants are C[O:2][C:3](=[O:36])[CH:4]([O:33][CH2:34][CH3:35])[CH2:5][C:6]1[CH:11]=[CH:10][CH:9]=[C:8]([CH2:12][CH2:13][N:14]([CH2:26][CH2:27][CH2:28][CH2:29][CH2:30][CH2:31][CH3:32])[C:15]([NH:17][C:18]2[CH:23]=[CH:22][C:21]([F:24])=[CH:20][C:19]=2[F:25])=[O:16])[CH:7]=1.[Li+].[OH-]. The catalyst is O1CCCC1. The product is [F:25][C:19]1[CH:20]=[C:21]([F:24])[CH:22]=[CH:23][C:18]=1[NH:17][C:15](=[O:16])[N:14]([CH2:13][CH2:12][C:8]1[CH:7]=[C:6]([CH2:5][CH:4]([O:33][CH2:34][CH3:35])[C:3]([OH:36])=[O:2])[CH:11]=[CH:10][CH:9]=1)[CH2:26][CH2:27][CH2:28][CH2:29][CH2:30][CH2:31][CH3:32]. The yield is 0.950. (2) The reactants are [F:1][C:2]([F:20])([F:19])[C:3]1[N:7]2[N:8]=[C:9]([N:12]3[CH2:17][CH2:16][C:15](=[O:18])[CH2:14][CH2:13]3)[CH:10]=[CH:11][C:6]2=[N:5][N:4]=1.Br[C:22]1[CH:23]=[C:24]([CH:27]=[CH:28][CH:29]=1)[C:25]#[N:26]. No catalyst specified. The product is [OH:18][C:15]1([C:22]2[CH:23]=[C:24]([CH:27]=[CH:28][CH:29]=2)[C:25]#[N:26])[CH2:16][CH2:17][N:12]([C:9]2[CH:10]=[CH:11][C:6]3[N:7]([C:3]([C:2]([F:1])([F:19])[F:20])=[N:4][N:5]=3)[N:8]=2)[CH2:13][CH2:14]1. The yield is 0.260.